From a dataset of Forward reaction prediction with 1.9M reactions from USPTO patents (1976-2016). Predict the product of the given reaction. (1) The product is: [Cl:39][C:40]1[CH:45]=[C:44]2[C:43](=[CH:42][CH:41]=1)[O:3][C:4]1([CH2:5][CH2:6][CH2:7]1)[CH2:9][CH:10]2[NH:12][C:25](=[O:27])[CH2:24][CH:14]1[C:23]2[C:18](=[CH:19][CH:20]=[CH:21][CH:22]=2)[CH2:17][CH2:16][CH2:15]1. Given the reactants CC1(C)C[CH:10]([NH2:12])[C:9]2[C:4](=[CH:5][CH:6]=[CH:7]C=2)[O:3]1.[C:14]1([CH2:24][C:25]([OH:27])=O)[C:23]2[CH2:22][CH2:21][CH2:20][CH2:19][C:18]=2[CH:17]=[CH:16][CH:15]=1.CCN=C=NCCCN(C)C.[ClH:39].[CH:40]1[CH:41]=[CH:42][C:43]2N(O)N=N[C:44]=2[CH:45]=1.C(N(CC)CC)C, predict the reaction product. (2) Given the reactants CC1(C)CCCC(C)(C)N1.C([Li])CCC.Cl[CH2:17][CH2:18][CH2:19][CH2:20][C:21]([NH:23][C:24]1[N:28]([CH3:29])[N:27]=[C:26]([CH3:30])[C:25]=1[C:31]#[N:32])=[O:22], predict the reaction product. The product is: [CH3:29][N:28]1[C:24]2[NH:23][C:21](=[O:22])[C:20]3[CH2:19][CH2:18][CH2:17][NH:32][C:31]=3[C:25]=2[C:26]([CH3:30])=[N:27]1. (3) Given the reactants [F:1][C:2]([F:24])([F:23])[C:3]1[CH:4]=[C:5]([NH:9][S:10]([N:13]2[CH2:22][CH2:21][C:16]3(OCC[O:17]3)[CH2:15][CH2:14]2)(=[O:12])=[O:11])[CH:6]=[CH:7][CH:8]=1.Cl.[OH-].[Na+].O, predict the reaction product. The product is: [O:17]=[C:16]1[CH2:21][CH2:22][N:13]([S:10]([NH:9][C:5]2[CH:6]=[CH:7][CH:8]=[C:3]([C:2]([F:23])([F:24])[F:1])[CH:4]=2)(=[O:12])=[O:11])[CH2:14][CH2:15]1. (4) Given the reactants Cl.[F:2][C:3]1[CH:30]=[CH:29][C:6]([CH2:7][NH:8][C:9]([C:11]2[CH:16]=[C:15]([C:17]3[CH2:21][CH:20]([CH:22]4[CH2:27][CH2:26][NH:25][CH2:24][CH2:23]4)[O:19][N:18]=3)[N:14]=[C:13]([CH3:28])[N:12]=2)=[O:10])=[CH:5][C:4]=1[O:31][CH3:32].CCN(C(C)C)C(C)C.[CH3:42][NH:43][C:44](O[N:43]1[C:42](=O)CC[C:44]1=[O:45])=[O:45], predict the reaction product. The product is: [F:2][C:3]1[CH:30]=[CH:29][C:6]([CH2:7][NH:8][C:9]([C:11]2[CH:16]=[C:15]([C:17]3[CH2:21][CH:20]([CH:22]4[CH2:23][CH2:24][N:25]([C:44](=[O:45])[NH:43][CH3:42])[CH2:26][CH2:27]4)[O:19][N:18]=3)[N:14]=[C:13]([CH3:28])[N:12]=2)=[O:10])=[CH:5][C:4]=1[O:31][CH3:32]. (5) Given the reactants [F:1][C:2]1[CH:20]=[CH:19][C:5]2[NH:6][C:7](=O)[C:8]3[C:13]4[CH2:14][CH2:15][CH2:16][CH2:17][C:12]=4[S:11][C:9]=3[S:10][C:4]=2[CH:3]=1.P(Cl)(Cl)(Cl)=O.CN(C)C1C=CC=CC=1.[CH3:35][N:36]1[CH2:41][CH2:40][NH:39][CH2:38][CH2:37]1, predict the reaction product. The product is: [F:1][C:2]1[CH:20]=[CH:19][C:5]2[N:6]=[C:7]([N:39]3[CH2:40][CH2:41][N:36]([CH3:35])[CH2:37][CH2:38]3)[C:8]3[C:13]4[CH2:14][CH2:15][CH2:16][CH2:17][C:12]=4[S:11][C:9]=3[S:10][C:4]=2[CH:3]=1. (6) Given the reactants [Br:1][C:2]1[C:3]([Cl:14])=[N:4][C:5]([CH3:13])=[C:6]([CH:12]=1)[C:7]([O:9][CH2:10][CH3:11])=[O:8].[Br:15]N1C(=O)CCC1=O.C(OOC(=O)C1C=CC=CC=1)(=O)C1C=CC=CC=1, predict the reaction product. The product is: [Br:1][C:2]1[C:3]([Cl:14])=[N:4][C:5]([CH2:13][Br:15])=[C:6]([CH:12]=1)[C:7]([O:9][CH2:10][CH3:11])=[O:8]. (7) Given the reactants [C:1]([O:5][C:6](=[O:38])[N:7]([CH3:37])[C@H:8]([C:10](=[O:36])[NH:11][C@@H:12]1[C:18](=[O:19])[N:17]([CH2:20][C:21]2[C:30]3[C:25](=[CH:26][CH:27]=[CH:28][CH:29]=3)[CH:24]=[CH:23][C:22]=2C)[C:16]2[CH:32]=[CH:33][CH:34]=[CH:35][C:15]=2[NH:14][CH2:13]1)[CH3:9])([CH3:4])([CH3:3])[CH3:2].[C:39](Cl)(=[O:44])[CH2:40][CH:41]([CH3:43])[CH3:42].CCOC(C)=O, predict the reaction product. The product is: [C:1]([O:5][C:6](=[O:38])[N:7]([CH3:37])[C@H:8]([C:10](=[O:36])[NH:11][C@@H:12]1[C:18](=[O:19])[N:17]([CH2:20][C:21]2[C:30]3[C:25](=[CH:26][CH:27]=[CH:28][CH:29]=3)[CH:24]=[CH:23][CH:22]=2)[C:16]2[CH:32]=[CH:33][CH:34]=[CH:35][C:15]=2[N:14]([C:39](=[O:44])[CH2:40][CH:41]([CH3:43])[CH3:42])[CH2:13]1)[CH3:9])([CH3:3])([CH3:2])[CH3:4]. (8) Given the reactants [H-].[Na+].[N:3]1[CH:8]=[CH:7][C:6]([OH:9])=[CH:5][CH:4]=1.C1(C)C=CC(S(O[CH2:20][C:21]([F:24])([F:23])[F:22])(=O)=O)=CC=1, predict the reaction product. The product is: [F:22][C:21]([F:24])([F:23])[CH2:20][O:9][C:6]1[CH:7]=[CH:8][N:3]=[CH:4][CH:5]=1. (9) The product is: [Br:8][C:6]1[N:5]=[C:4]([CH3:9])[C:3]([OH:10])=[CH:2][CH:7]=1. Given the reactants Br[C:2]1[CH:7]=[C:6]([Br:8])[N:5]=[C:4]([CH3:9])[C:3]=1[OH:10].[Li]CCCC, predict the reaction product. (10) Given the reactants C[O:2][C:3](=[O:46])[C:4]1[CH:9]=[C:8]([C:10]2[CH:19]=[CH:18][C:17]3[C:12](=[CH:13][CH:14]=[C:15]([O:20][CH3:21])[CH:16]=3)[C:11]=2[O:22][C:23]2[CH:28]=[CH:27][C:26]([O:29][CH2:30][CH2:31][N:32]3[CH2:37][CH2:36][CH2:35][CH2:34][CH2:33]3)=[CH:25][CH:24]=2)[CH:7]=[CH:6][C:5]=1[O:38][CH2:39][C:40]1[CH:45]=[CH:44][CH:43]=[CH:42][CH:41]=1.[OH-].[Na+].Cl, predict the reaction product. The product is: [CH2:39]([O:38][C:5]1[CH:6]=[CH:7][C:8]([C:10]2[CH:19]=[CH:18][C:17]3[C:12](=[CH:13][CH:14]=[C:15]([O:20][CH3:21])[CH:16]=3)[C:11]=2[O:22][C:23]2[CH:24]=[CH:25][C:26]([O:29][CH2:30][CH2:31][N:32]3[CH2:37][CH2:36][CH2:35][CH2:34][CH2:33]3)=[CH:27][CH:28]=2)=[CH:9][C:4]=1[C:3]([OH:46])=[O:2])[C:40]1[CH:41]=[CH:42][CH:43]=[CH:44][CH:45]=1.